Dataset: Full USPTO retrosynthesis dataset with 1.9M reactions from patents (1976-2016). Task: Predict the reactants needed to synthesize the given product. Given the product [Cl:34][C:29]1[CH:28]=[C:27]([CH:32]=[CH:31][C:30]=1[Cl:33])[CH2:26][N:23]1[CH2:24][CH2:25][CH:20]([CH2:19][NH:18][C:9]2[NH:8][C:12]3[CH:13]=[CH:14][CH:15]=[C:16]([NH2:17])[C:11]=3[N:10]=2)[CH2:21][CH2:22]1, predict the reactants needed to synthesize it. The reactants are: C(OC([N:8]1[C:12]2[CH:13]=[CH:14][CH:15]=[C:16]([NH2:17])[C:11]=2[N:10]=[C:9]1[NH:18][CH2:19][CH:20]1[CH2:25][CH2:24][N:23]([CH2:26][C:27]2[CH:32]=[CH:31][C:30]([Cl:33])=[C:29]([Cl:34])[CH:28]=2)[CH2:22][CH2:21]1)=O)(C)(C)C.O1CCOCC1.Cl.